The task is: Predict which catalyst facilitates the given reaction.. This data is from Catalyst prediction with 721,799 reactions and 888 catalyst types from USPTO. (1) Reactant: C([O:8][C:9]1[CH:19]=[CH:18][C:12]([O:13][CH2:14][CH2:15][CH2:16][Br:17])=[CH:11][CH:10]=1)C1C=CC=CC=1. Product: [Br:17][CH2:16][CH2:15][CH2:14][O:13][C:12]1[CH:18]=[CH:19][C:9]([OH:8])=[CH:10][CH:11]=1. The catalyst class is: 123. (2) Product: [CH3:1][O:2][C:3]([C:5]1[CH:10]=[C:9]([C:11]2[CH:16]=[CH:15][CH:14]=[CH:13][CH:12]=2)[C:8]([OH:17])=[C:7]([C:24]2[CH:29]=[CH:28][CH:27]=[CH:26][CH:25]=2)[CH:6]=1)=[O:4]. The catalyst class is: 158. Reactant: [CH3:1][O:2][C:3]([C:5]1[CH:6]=[C:7]([C:24]2[CH:29]=[CH:28][CH:27]=[CH:26][CH:25]=2)[C:8]([O:17]COCCOC)=[C:9]([C:11]2[CH:16]=[CH:15][CH:14]=[CH:13][CH:12]=2)[CH:10]=1)=[O:4].FC(F)(F)C(O)=O. (3) Reactant: [Cl:1][C:2]1[CH:3]=[C:4]([CH2:19][N:20]2[C:24]([CH3:25])=[CH:23][C:22]([C:26](Cl)=[O:27])=[N:21]2)[C:5]2[O:9][C:8]([C:10]3[CH:15]=[CH:14][C:13]([Cl:16])=[CH:12][C:11]=3[Cl:17])=[CH:7][C:6]=2[CH:18]=1.CC[N:31](CC)CC.[OH-].[NH4+]. Product: [Cl:1][C:2]1[CH:3]=[C:4]([CH2:19][N:20]2[C:24]([CH3:25])=[CH:23][C:22]([C:26]([NH2:31])=[O:27])=[N:21]2)[C:5]2[O:9][C:8]([C:10]3[CH:15]=[CH:14][C:13]([Cl:16])=[CH:12][C:11]=3[Cl:17])=[CH:7][C:6]=2[CH:18]=1. The catalyst class is: 2. (4) Product: [CH3:13][N:14]1[C:18]2[C:19]3[CH:20]=[CH:21][CH:22]=[CH:23][C:24]=3[O:25][C:26]3([CH2:31][CH2:30][N:29]([C:5]([C:4]4[CH:3]=[C:2]([CH3:1])[CH:10]=[CH:9][CH:8]=4)=[O:6])[CH2:28][CH2:27]3)[C:17]=2[CH:16]=[N:15]1. Reactant: [CH3:1][C:2]1[CH:3]=[C:4]([CH:8]=[CH:9][CH:10]=1)[C:5](Cl)=[O:6].Cl.Cl.[CH3:13][N:14]1[C:18]2[C:19]3[CH:20]=[CH:21][CH:22]=[CH:23][C:24]=3[O:25][C:26]3([CH2:31][CH2:30][NH:29][CH2:28][CH2:27]3)[C:17]=2[CH:16]=[N:15]1.C(N(CC)CC)C. The catalyst class is: 3. (5) Reactant: [C:1]([NH:4][CH2:5][CH2:6][CH:7]1[C:15]2[C:10](=[CH:11][CH:12]=[C:13]([NH:17][C:18](=O)[CH2:19][CH2:20][CH2:21][CH2:22][C:23]3[CH:28]=[CH:27][CH:26]=[CH:25][N:24]=3)[C:14]=2[OH:16])[CH2:9][CH2:8]1)(=[O:3])[CH3:2].C1(C)C=CC(S([O-])(=O)=O)=CC=1.[NH+]1C=CC=CC=1. Product: [N:24]1[CH:25]=[CH:26][CH:27]=[CH:28][C:23]=1[CH2:22][CH2:21][CH2:20][CH2:19][C:18]1[O:16][C:14]2[C:15]3[CH:7]([CH2:6][CH2:5][NH:4][C:1](=[O:3])[CH3:2])[CH2:8][CH2:9][C:10]=3[CH:11]=[CH:12][C:13]=2[N:17]=1. The catalyst class is: 113. (6) Reactant: [Cl:1][C:2]1[CH:7]=[CH:6][C:5](/[CH:8]=[CH:9]/[CH2:10][CH2:11][CH2:12][C:13]#[C:14][P:15](=[O:22])([O:19][CH2:20][CH3:21])[O:16][CH2:17][CH3:18])=[CH:4][CH:3]=1. Product: [CH2:20]([O:19][P:15]([C:14]1[C:4]2[C:5](=[CH:6][CH:7]=[C:2]([Cl:1])[CH:3]=2)[CH:8]=[C:9]2[CH2:10][CH2:11][CH2:12][C:13]=12)(=[O:22])[O:16][CH2:17][CH3:18])[CH3:21]. The catalyst class is: 262. (7) Reactant: [NH2:1][C:2]1[CH:7]=[CH:6][C:5]([Cl:8])=[CH:4][N:3]=1.[Cl:9][C:10]1[CH:19]=[CH:18][C:13]([C:14](=O)[CH2:15]Br)=[CH:12][CH:11]=1.[OH-].[Na+]. Product: [Cl:8][C:5]1[CH:6]=[CH:7][C:2]2[N:3]([CH:15]=[C:14]([C:13]3[CH:18]=[CH:19][C:10]([Cl:9])=[CH:11][CH:12]=3)[N:1]=2)[CH:4]=1. The catalyst class is: 8.